This data is from Reaction yield outcomes from USPTO patents with 853,638 reactions. The task is: Predict the reaction yield, written as a fraction of the theoretical maximum amount of product (1.0 means a 100% yield; for example, 0.34 means a 34% yield). (1) The yield is 0.820. The reactants are [F:1][C:2]([F:15])([F:14])[C:3](=[O:13])[CH2:4][CH2:5][CH2:6][CH2:7][CH2:8][CH2:9][C:10]([OH:12])=O.[NH2:16][C:17]1[CH:22]=[CH:21][CH:20]=[CH:19][CH:18]=1.C1C=CC2N(O)N=NC=2C=1.CN1CCOCC1.CCN=C=NCCCN(C)C. The product is [F:14][C:2]([F:1])([F:15])[C:3](=[O:13])[CH2:4][CH2:5][CH2:6][CH2:7][CH2:8][CH2:9][C:10]([NH:16][C:17]1[CH:22]=[CH:21][CH:20]=[CH:19][CH:18]=1)=[O:12]. The catalyst is CN(C=O)C.O. (2) The reactants are [NH2:1][C:2]1[CH:3]=[C:4]([NH:8][C:9]2[C:18]3[C:13](=[CH:14][N:15]=[C:16]([NH:19][CH2:20][CH2:21][N:22]4[CH2:27][CH2:26][O:25][CH2:24][CH2:23]4)[CH:17]=3)[N:12]=[CH:11][C:10]=2[C:28]#[N:29])[CH:5]=[CH:6][CH:7]=1.C(N(CC)CC)C.[CH3:37][S:38](Cl)(=[O:40])=[O:39]. The catalyst is C(Cl)Cl. The product is [C:28]([C:10]1[CH:11]=[N:12][C:13]2[C:18]([C:9]=1[NH:8][C:4]1[CH:3]=[C:2]([NH:1][S:38]([CH3:37])(=[O:40])=[O:39])[CH:7]=[CH:6][CH:5]=1)=[CH:17][C:16]([NH:19][CH2:20][CH2:21][N:22]1[CH2:27][CH2:26][O:25][CH2:24][CH2:23]1)=[N:15][CH:14]=2)#[N:29]. The yield is 0.340. (3) The reactants are [C:1]([O:5][C:6]([C:8]1[CH:9]=[C:10]([C:14]2[C:19]([CH3:20])=[CH:18][CH:17]=[CH:16][N+:15]=2[O-])[CH:11]=[CH:12][CH:13]=1)=[O:7])([CH3:4])([CH3:3])[CH3:2].[N:22]1C=CC=CC=1.CS(OS(C)(=O)=O)(=O)=O.C(CN)O. The catalyst is C(#N)C.O. The product is [C:1]([O:5][C:6](=[O:7])[C:8]1[CH:13]=[CH:12][CH:11]=[C:10]([C:14]2[C:19]([CH3:20])=[CH:18][CH:17]=[C:16]([NH2:22])[N:15]=2)[CH:9]=1)([CH3:4])([CH3:3])[CH3:2]. The yield is 0.530. (4) The reactants are [NH2:1][C:2]1[CH:3]=[C:4]([CH:31]=[CH:32][CH:33]=1)[O:5][C:6]1[N:11]2[N:12]=[CH:13][CH:14]=[C:10]2[N:9]=[C:8]([NH:15][C:16]2[CH:21]=[CH:20][C:19]([N:22]3[CH2:27][CH2:26][N:25]([CH3:28])[CH2:24][CH2:23]3)=[CH:18][C:17]=2[O:29][CH3:30])[N:7]=1.CCN(C(C)C)C(C)C.[C:43](Cl)(=[O:46])[CH:44]=[CH2:45].C([O-])(O)=O.[Na+]. The catalyst is C(Cl)Cl. The product is [CH3:30][O:29][C:17]1[CH:18]=[C:19]([N:22]2[CH2:23][CH2:24][N:25]([CH3:28])[CH2:26][CH2:27]2)[CH:20]=[CH:21][C:16]=1[NH:15][C:8]1[N:7]=[C:6]([O:5][C:4]2[CH:3]=[C:2]([NH:1][C:43](=[O:46])[CH:44]=[CH2:45])[CH:33]=[CH:32][CH:31]=2)[N:11]2[N:12]=[CH:13][CH:14]=[C:10]2[N:9]=1. The yield is 0.120.